Dataset: Catalyst prediction with 721,799 reactions and 888 catalyst types from USPTO. Task: Predict which catalyst facilitates the given reaction. (1) Reactant: [F:1][C:2]([F:7])([F:6])[C:3]([OH:5])=[O:4].C(OC(=O)[NH:14][CH2:15][C:16]1[CH:21]=[CH:20][C:19]([Cl:22])=[CH:18][C:17]=1[CH2:23][NH:24][C:25]([C@@H:27]1[CH2:31][CH2:30][CH2:29][N:28]1[C:32]([C@H:34]1[CH2:38][CH2:37][CH2:36][O:35]1)=[O:33])=[O:26])(C)(C)C. Product: [NH2:14][CH2:15][C:16]1[CH:21]=[CH:20][C:19]([Cl:22])=[CH:18][C:17]=1[CH2:23][NH:24][C:25]([C@@H:27]1[CH2:31][CH2:30][CH2:29][N:28]1[C:32]([C@H:34]1[CH2:38][CH2:37][CH2:36][O:35]1)=[O:33])=[O:26].[F:1][C:2]([F:7])([F:6])[C:3]([O-:5])=[O:4]. The catalyst class is: 2. (2) Reactant: [OH:1][C:2]1[CH:11]=[CH:10][C:5]([C:6]([O:8][CH3:9])=[O:7])=[CH:4][C:3]=1[C:12]([F:15])([F:14])[F:13].[CH3:16][N:17]1[CH2:22][CH2:21][CH:20](O)[CH2:19][CH2:18]1.C1C=CC(P(C2C=CC=CC=2)C2C=CC=CC=2)=CC=1. Product: [CH3:16][N:17]1[CH2:22][CH2:21][CH:20]([O:1][C:2]2[CH:11]=[CH:10][C:5]([C:6]([O:8][CH3:9])=[O:7])=[CH:4][C:3]=2[C:12]([F:13])([F:14])[F:15])[CH2:19][CH2:18]1. The catalyst class is: 2. (3) Reactant: [NH2:1][C:2]1[C:3]2[C:10]([C:11](=[S:13])[NH2:12])=[CH:9][N:8]([C@H:14]3[C@H:18]([OH:19])[CH:17]([OH:20])[CH:16]([CH2:21][OH:22])[O:15]3)[C:4]=2[N:5]=[CH:6][N:7]=1.C([Mg]Cl)(C)(C)C.Cl[C:30]1[CH:45]=[CH:44][CH:43]=[CH:42][C:31]=1[O:32][P:33](=[N:35][C@@H:36]([CH3:41])[C:37]([O:39][CH3:40])=[O:38])=[O:34]. Product: [NH2:1][C:2]1[C:3]2[C:10]([C:11](=[S:13])[NH2:12])=[CH:9][N:8]([C@@H:14]3[O:15][CH:16]([CH2:21][O:22][C:42]4[CH:43]=[CH:44][CH:45]=[CH:30][C:31]=4[O:32][P:33](=[N:35][C@@H:36]([CH3:41])[C:37]([O:39][CH3:40])=[O:38])=[O:34])[CH:17]([OH:20])[C@H:18]3[OH:19])[C:4]=2[N:5]=[CH:6][N:7]=1. The catalyst class is: 1. (4) Reactant: [C:1]1([CH:7]([C:9]2[CH:10]=[CH:11][C:12]3[O:16][CH:15]=[CH:14][C:13]=3[CH:17]=2)[CH3:8])[CH:6]=[CH:5][CH:4]=[CH:3][CH:2]=1.C([Li])CCC.[B:23](OC(C)C)([O:28]C(C)C)[O:24]C(C)C. Product: [C:1]1([CH:7]([C:9]2[CH:10]=[CH:11][C:12]3[O:16][C:15]([B:23]([OH:28])[OH:24])=[CH:14][C:13]=3[CH:17]=2)[CH3:8])[CH:6]=[CH:5][CH:4]=[CH:3][CH:2]=1. The catalyst class is: 1. (5) Product: [CH2:1]([C:3]1[C:4]([OH:26])=[C:5]([C:22]([O:24][CH3:25])=[O:23])[C:6](=[O:21])[NH:7][C:8]=1[C:9]1[CH:10]=[CH:11][C:12]([C:15]2[CH2:16][CH2:17][N:18]([CH2:27][CH3:28])[CH2:19][CH:20]=2)=[CH:13][CH:14]=1)[CH3:2]. Reactant: [CH2:1]([C:3]1[C:4]([OH:26])=[C:5]([C:22]([O:24][CH3:25])=[O:23])[C:6](=[O:21])[NH:7][C:8]=1[C:9]1[CH:14]=[CH:13][C:12]([C:15]2[CH2:16][CH2:17][NH:18][CH2:19][CH:20]=2)=[CH:11][CH:10]=1)[CH3:2].[CH:27](=O)[CH3:28].C(O[BH-](OC(=O)C)OC(=O)C)(=O)C.[Na+]. The catalyst class is: 98. (6) Reactant: C(OC(=O)[NH:7][C@H:8]([C:10]1[N:14]([CH:15]2[CH2:18][CH2:17][CH2:16]2)[C:13]2[CH:19]=[C:20]([F:23])[CH:21]=[CH:22][C:12]=2[N:11]=1)[CH3:9])(C)(C)C.C(O)(C(F)(F)F)=O. Product: [CH:15]1([N:14]2[C:13]3[CH:19]=[C:20]([F:23])[CH:21]=[CH:22][C:12]=3[N:11]=[C:10]2[C@@H:8]([NH2:7])[CH3:9])[CH2:16][CH2:17][CH2:18]1. The catalyst class is: 2. (7) Product: [NH:2]1[CH:3]=[C:4]([C:21]([N:65]2[CH2:66][CH2:67][CH2:68][CH:63]([C:56]3[C:55]4[C:59](=[CH:60][CH:61]=[C:53]([NH:52][C:50](=[O:51])[C:46]5[CH:45]=[C:44]([C:42]#[N:43])[CH:49]=[CH:48][N:47]=5)[CH:54]=4)[N:58]([CH3:62])[CH:57]=3)[CH2:64]2)=[O:25])[CH:5]=[N:1]1. The catalyst class is: 3. Reactant: [NH:1]1[CH:5]=[CH:4][C:3](C(O)=O)=[N:2]1.CCN(C(C)C)C(C)C.CN([C:21]([O:25]N1N=NC2C=CC=NC1=2)=[N+](C)C)C.F[P-](F)(F)(F)(F)F.[C:42]([C:44]1[CH:49]=[CH:48][N:47]=[C:46]([C:50]([NH:52][C:53]2[CH:54]=[C:55]3[C:59](=[CH:60][CH:61]=2)[N:58]([CH3:62])[CH:57]=[C:56]3[CH:63]2[CH2:68][CH2:67][CH2:66][NH:65][CH2:64]2)=[O:51])[CH:45]=1)#[N:43]. (8) Reactant: [Zn](CC)[CH2:2]C.C(I)I.[CH2:9]([O:16][C:17](=[O:31])[NH:18][CH2:19][CH:20]=[CH:21][B:22]1[O:26][C:25]([CH3:28])([CH3:27])[C:24]([CH3:30])([CH3:29])[O:23]1)[C:10]1[CH:15]=[CH:14][CH:13]=[CH:12][CH:11]=1. Product: [CH2:9]([O:16][C:17](=[O:31])[NH:18][CH2:19][C@@H:20]1[CH2:2][C@H:21]1[B:22]1[O:26][C:25]([CH3:27])([CH3:28])[C:24]([CH3:30])([CH3:29])[O:23]1)[C:10]1[CH:11]=[CH:12][CH:13]=[CH:14][CH:15]=1. The catalyst class is: 4. (9) Reactant: [NH2:1][CH2:2][C:3]1[NH:7][C:6](=[O:8])[C:5]2([CH2:13][CH2:12][N:11]([C:14]([O:16][C:17]([CH3:20])([CH3:19])[CH3:18])=[O:15])[CH2:10][CH2:9]2)[N:4]=1.CCN(CC)CC.[C:28](Cl)(=[O:30])[CH3:29]. Product: [C:28]([NH:1][CH2:2][C:3]1[NH:7][C:6](=[O:8])[C:5]2([CH2:13][CH2:12][N:11]([C:14]([O:16][C:17]([CH3:20])([CH3:19])[CH3:18])=[O:15])[CH2:10][CH2:9]2)[N:4]=1)(=[O:30])[CH3:29]. The catalyst class is: 2.